From a dataset of Forward reaction prediction with 1.9M reactions from USPTO patents (1976-2016). Predict the product of the given reaction. (1) Given the reactants [Cl:1][C:2]1[C:3]2[CH:10]=[CH:9][N:8]([CH:11]3[CH2:14][C:13]([CH2:16][OH:17])([OH:15])[CH2:12]3)[C:4]=2[N:5]=[CH:6][N:7]=1.[I:18]N1C(=O)CCC1=O, predict the reaction product. The product is: [Cl:1][C:2]1[C:3]2[C:10]([I:18])=[CH:9][N:8]([CH:11]3[CH2:12][C:13]([CH2:16][OH:17])([OH:15])[CH2:14]3)[C:4]=2[N:5]=[CH:6][N:7]=1. (2) Given the reactants [C:1]([NH:4][C:5]1[CH:10]=[C:9]([C:11]2[CH:16]=[CH:15][C:14]([Cl:17])=[C:13]([F:18])[C:12]=2[CH:19]=O)[N:8]=[C:7]([C:21]([O:23][CH3:24])=[O:22])[C:6]=1[Cl:25])(=[O:3])[CH3:2].[H-].[Na+].O1CCC[CH2:29]1, predict the reaction product. The product is: [C:1]([NH:4][C:5]1[CH:10]=[C:9]([C:11]2[CH:16]=[CH:15][C:14]([Cl:17])=[C:13]([F:18])[C:12]=2[CH:19]=[CH2:29])[N:8]=[C:7]([C:21]([O:23][CH3:24])=[O:22])[C:6]=1[Cl:25])(=[O:3])[CH3:2]. (3) Given the reactants [F:1][C:2]([F:7])([F:6])[C:3]([NH2:5])=[O:4].CC(C)([O-])C.[Na+].BrN1C(C)(C)C(=O)N(Br)C1=O.[F:25][C:26]1[C:27]([C:46]2[C:54]3[O:53][CH:52]=[CH:51][C:50]=3[C:49]([F:55])=[CH:48][CH:47]=2)=[CH:28][C:29]([NH:32][C:33]2[CH:38]=[C:37]([CH2:39][S:40][CH3:41])[CH:36]=[C:35]([C:42]([F:45])([F:44])[F:43])[N:34]=2)=[N:30][CH:31]=1.S([O-])([O-])=O.[Na+].[Na+], predict the reaction product. The product is: [F:1][C:2]([F:7])([F:6])[C:3]([N:5]=[S:40]([CH2:39][C:37]1[CH:36]=[C:35]([C:42]([F:45])([F:43])[F:44])[N:34]=[C:33]([NH:32][C:29]2[CH:28]=[C:27]([C:46]3[C:54]4[O:53][CH:52]=[CH:51][C:50]=4[C:49]([F:55])=[CH:48][CH:47]=3)[C:26]([F:25])=[CH:31][N:30]=2)[CH:38]=1)[CH3:41])=[O:4]. (4) Given the reactants [N:1]1([C:7]2[CH:8]=[CH:9][C:10]3[N:11]([C:13]([C:16]([F:19])([F:18])[F:17])=[N:14][N:15]=3)[CH:12]=2)[CH2:6][CH2:5][NH:4][CH2:3][CH2:2]1.[F:20][C:21]([F:31])([F:30])[C:22]1[CH:23]=[C:24]([CH:27]=[CH:28][CH:29]=1)[CH:25]=O, predict the reaction product. The product is: [F:19][C:16]([F:18])([F:17])[C:13]1[N:11]2[CH:12]=[C:7]([N:1]3[CH2:2][CH2:3][N:4]([CH2:25][C:24]4[CH:27]=[CH:28][CH:29]=[C:22]([C:21]([F:20])([F:30])[F:31])[CH:23]=4)[CH2:5][CH2:6]3)[CH:8]=[CH:9][C:10]2=[N:15][N:14]=1. (5) The product is: [CH2:4]([N:11]1[CH2:17][CH2:16][CH2:15][CH2:14][CH:13]([NH2:18])[CH2:12]1)[C:5]1[CH:6]=[CH:7][CH:8]=[CH:9][CH:10]=1. Given the reactants C(O)=O.[CH2:4]([N:11]1[CH2:17][CH2:16][CH2:15][CH2:14][CH:13]([NH:18]C(C2C=CC=CC=2)(C2C=CC=CC=2)C2C=CC=CC=2)[CH2:12]1)[C:5]1[CH:10]=[CH:9][CH:8]=[CH:7][CH:6]=1, predict the reaction product.